From a dataset of Reaction yield outcomes from USPTO patents with 853,638 reactions. Predict the reaction yield, written as a fraction of the theoretical maximum amount of product (1.0 means a 100% yield; for example, 0.34 means a 34% yield). (1) The reactants are [CH2:1]([C:8]1[N:9]=[N:10][C:11]([C:16]2[CH2:17][CH2:18][NH:19][CH2:20][CH:21]=2)=[C:12]([CH3:15])[C:13]=1[CH3:14])[C:2]1[CH:7]=[CH:6][CH:5]=[CH:4][CH:3]=1.[CH3:22][O:23][C:24]([C:26]1[CH:31]=[N:30][C:29](Cl)=[CH:28][N:27]=1)=[O:25]. The catalyst is O1CCOCC1. The product is [CH2:1]([C:8]1[N:9]=[N:10][C:11]([C:16]2[CH2:17][CH2:18][N:19]([C:29]3[N:30]=[CH:31][C:26]([C:24]([O:23][CH3:22])=[O:25])=[N:27][CH:28]=3)[CH2:20][CH:21]=2)=[C:12]([CH3:15])[C:13]=1[CH3:14])[C:2]1[CH:7]=[CH:6][CH:5]=[CH:4][CH:3]=1. The yield is 0.300. (2) The reactants are C[O:2][C:3](=O)[CH2:4][O:5][CH2:6][C:7]1[S:8][CH:9]=[CH:10][N:11]=1.[BH4-].[Na+]. The catalyst is CO. The product is [S:8]1[CH:9]=[CH:10][N:11]=[C:7]1[CH2:6][O:5][CH2:4][CH2:3][OH:2]. The yield is 0.870. (3) The reactants are Cl[C:2]1[N:10]=[C:9]2[C:5]([NH:6][CH:7]=[N:8]2)=[C:4]([OH:11])[N:3]=1.[Cl:12][C:13]1[CH:14]=[C:15]([CH:18]=[CH:19][CH:20]=1)[CH2:16][NH2:17].C(N(CC)CC)C. The catalyst is C(O)CCC. The product is [Cl:12][C:13]1[CH:14]=[C:15]([CH:18]=[CH:19][CH:20]=1)[CH2:16][NH:17][C:2]1[N:10]=[C:9]2[C:5]([NH:6][CH:7]=[N:8]2)=[C:4]([OH:11])[N:3]=1. The yield is 0.880. (4) The reactants are [Br:1][C:2]1[CH:3]=[C:4]([NH2:11])[C:5]([O:8][CH2:9][CH3:10])=[N:6][CH:7]=1.C(N(C(C)C)CC)(C)C.[CH3:21][S:22](Cl)(=[O:24])=[O:23].[OH-].[Na+].C(O)(=O)CC(CC(O)=O)(C(O)=O)O. The catalyst is ClCCl.O1CCOCC1.[OH-].[Na+].O. The product is [Br:1][C:2]1[CH:3]=[C:4]([NH:11][S:22]([CH3:21])(=[O:24])=[O:23])[C:5]([O:8][CH2:9][CH3:10])=[N:6][CH:7]=1. The yield is 0.430. (5) The reactants are [N:1]1[O:5][N:4]=[C:3]2[CH:6]=[C:7]([CH:10]3[N:15]([C:16]([O:18][C:19]4[CH:24]=[CH:23][C:22]([N+:25]([O-:27])=[O:26])=[CH:21][CH:20]=4)=[O:17])[C:14]([O:28]C)=[N:13][C:12]([CH3:30])=[C:11]3[C:31]([O:33][CH3:34])=[O:32])[CH:8]=[CH:9][C:2]=12.[Br:35]Br. The catalyst is C(Cl)(Cl)Cl. The product is [N:1]1[O:5][N:4]=[C:3]2[CH:6]=[C:7]([CH:10]3[N:15]([C:16]([O:18][C:19]4[CH:24]=[CH:23][C:22]([N+:25]([O-:27])=[O:26])=[CH:21][CH:20]=4)=[O:17])[C:14](=[O:28])[NH:13][C:12]([CH2:30][Br:35])=[C:11]3[C:31]([O:33][CH3:34])=[O:32])[CH:8]=[CH:9][C:2]=12. The yield is 0.880. (6) The reactants are NC1C=CC(S(CC)(=O)=O)=C(C=1)C#N.[C:15]([S:19]([C:22]1[CH:29]=[CH:28][C:27]([N+:30]([O-])=O)=[CH:26][C:23]=1[C:24]#[N:25])(=[O:21])=[O:20])([CH3:18])([CH3:17])[CH3:16]. No catalyst specified. The product is [NH2:30][C:27]1[CH:28]=[CH:29][C:22]([S:19]([C:15]([CH3:18])([CH3:17])[CH3:16])(=[O:21])=[O:20])=[C:23]([CH:26]=1)[C:24]#[N:25]. The yield is 0.960. (7) The reactants are [CH2:1]([N:8]([C:14]1[CH:19]=[C:18]([O:20][CH3:21])[C:17]([CH3:22])=[CH:16][C:15]=1Br)[C:9](=[O:13])[CH:10]([CH3:12])[CH3:11])[C:2]1[CH:7]=[CH:6][CH:5]=[CH:4][CH:3]=1.CC(C)([O-])C.[Na+].[Cl-].[NH4+]. The catalyst is O1CCOCC1.C([O-])(=O)C.[Pd+2].C([O-])(=O)C.C1(P(C2CCCCC2)C2CCCCC2)CCCCC1. The product is [CH2:1]([N:8]1[C:14]2[C:15](=[CH:16][C:17]([CH3:22])=[C:18]([O:20][CH3:21])[CH:19]=2)[C:10]([CH3:12])([CH3:11])[C:9]1=[O:13])[C:2]1[CH:7]=[CH:6][CH:5]=[CH:4][CH:3]=1. The yield is 0.570. (8) The reactants are [CH2:1]1[C:3]2([CH2:8][O:7][CH:6]([CH2:9][O:10][C:11]3[CH:16]=[CH:15][N:14]=[C:13]([CH2:17]O)[C:12]=3[CH3:19])[O:5][CH2:4]2)[CH2:2]1.C(N(CC)CC)C.CS(Cl)(=O)=O.[SH:32][C:33]1[NH:34][C:35]2[CH:41]=[CH:40][CH:39]=[CH:38][C:36]=2[N:37]=1. The catalyst is CO.O1CCCC1. The product is [CH2:1]1[C:3]2([CH2:8][O:7][CH:6]([CH2:9][O:10][C:11]3[CH:16]=[CH:15][N:14]=[C:13]([CH2:17][S:32][C:33]4[NH:37][C:36]5[CH:38]=[CH:39][CH:40]=[CH:41][C:35]=5[N:34]=4)[C:12]=3[CH3:19])[O:5][CH2:4]2)[CH2:2]1. The yield is 0.807. (9) The reactants are [S:1](=[C:4]1[N:9]([C:10]([N:12]2[CH2:17][CH2:16][O:15][CH2:14][CH2:13]2)=[O:11])[CH2:8][CH2:7][NH:6][C@@H:5]1[C:18]([O-:20])=O)(=[O:3])=[O:2].[NH2:21]O.Cl. The catalyst is CN(C=O)C. The product is [S:1](=[C:4]1[N:9]([C:10]([N:12]2[CH2:13][CH2:14][O:15][CH2:16][CH2:17]2)=[O:11])[CH2:8][CH2:7][NH:6][C@@H:5]1[C:18]([NH2:21])=[O:20])(=[O:2])=[O:3]. The yield is 0.590. (10) The reactants are Cl[C:2]1[CH:7]=[C:6]([C:8]([F:11])([F:10])[F:9])[N:5]=[C:4]([C:12]2[CH:17]=[CH:16][CH:15]=[C:14]([Cl:18])[CH:13]=2)[N:3]=1.[NH2:19][C:20]1[CH:28]=[CH:27][C:23]([CH2:24][CH2:25][OH:26])=[CH:22][CH:21]=1. The catalyst is CN1C(=O)CCC1. The product is [Cl:18][C:14]1[CH:13]=[C:12]([C:4]2[N:3]=[C:2]([NH:19][C:20]3[CH:28]=[CH:27][C:23]([CH2:24][CH2:25][OH:26])=[CH:22][CH:21]=3)[CH:7]=[C:6]([C:8]([F:11])([F:10])[F:9])[N:5]=2)[CH:17]=[CH:16][CH:15]=1. The yield is 0.440.